Dataset: NCI-60 drug combinations with 297,098 pairs across 59 cell lines. Task: Regression. Given two drug SMILES strings and cell line genomic features, predict the synergy score measuring deviation from expected non-interaction effect. (1) Synergy scores: CSS=23.5, Synergy_ZIP=-2.93, Synergy_Bliss=-3.51, Synergy_Loewe=-15.7, Synergy_HSA=-2.91. Drug 1: CC1=C(C=C(C=C1)C(=O)NC2=CC(=CC(=C2)C(F)(F)F)N3C=C(N=C3)C)NC4=NC=CC(=N4)C5=CN=CC=C5. Cell line: MOLT-4. Drug 2: CC1=C(N=C(N=C1N)C(CC(=O)N)NCC(C(=O)N)N)C(=O)NC(C(C2=CN=CN2)OC3C(C(C(C(O3)CO)O)O)OC4C(C(C(C(O4)CO)O)OC(=O)N)O)C(=O)NC(C)C(C(C)C(=O)NC(C(C)O)C(=O)NCCC5=NC(=CS5)C6=NC(=CS6)C(=O)NCCC[S+](C)C)O. (2) Drug 1: C1=CC(=CC=C1CCCC(=O)O)N(CCCl)CCCl. Drug 2: CNC(=O)C1=NC=CC(=C1)OC2=CC=C(C=C2)NC(=O)NC3=CC(=C(C=C3)Cl)C(F)(F)F. Cell line: RXF 393. Synergy scores: CSS=36.3, Synergy_ZIP=-6.03, Synergy_Bliss=-2.45, Synergy_Loewe=-8.85, Synergy_HSA=-0.468. (3) Drug 1: CNC(=O)C1=CC=CC=C1SC2=CC3=C(C=C2)C(=NN3)C=CC4=CC=CC=N4. Drug 2: CS(=O)(=O)C1=CC(=C(C=C1)C(=O)NC2=CC(=C(C=C2)Cl)C3=CC=CC=N3)Cl. Cell line: HOP-92. Synergy scores: CSS=0.855, Synergy_ZIP=-0.415, Synergy_Bliss=-4.71, Synergy_Loewe=-5.65, Synergy_HSA=-6.32. (4) Drug 1: CC1C(C(CC(O1)OC2CC(CC3=C2C(=C4C(=C3O)C(=O)C5=C(C4=O)C(=CC=C5)OC)O)(C(=O)C)O)N)O.Cl. Drug 2: CS(=O)(=O)CCNCC1=CC=C(O1)C2=CC3=C(C=C2)N=CN=C3NC4=CC(=C(C=C4)OCC5=CC(=CC=C5)F)Cl. Cell line: NCI/ADR-RES. Synergy scores: CSS=9.87, Synergy_ZIP=-2.10, Synergy_Bliss=5.73, Synergy_Loewe=3.69, Synergy_HSA=3.95. (5) Drug 1: C1CC(=O)NC(=O)C1N2CC3=C(C2=O)C=CC=C3N. Drug 2: C1CN(P(=O)(OC1)NCCCl)CCCl. Cell line: SK-MEL-5. Synergy scores: CSS=-0.631, Synergy_ZIP=0.906, Synergy_Bliss=0.00656, Synergy_Loewe=0.504, Synergy_HSA=-0.726. (6) Drug 1: CC1CCCC2(C(O2)CC(NC(=O)CC(C(C(=O)C(C1O)C)(C)C)O)C(=CC3=CSC(=N3)C)C)C. Drug 2: B(C(CC(C)C)NC(=O)C(CC1=CC=CC=C1)NC(=O)C2=NC=CN=C2)(O)O. Cell line: SF-268. Synergy scores: CSS=68.6, Synergy_ZIP=3.25, Synergy_Bliss=3.85, Synergy_Loewe=1.36, Synergy_HSA=2.73.